From a dataset of NCI-60 drug combinations with 297,098 pairs across 59 cell lines. Regression. Given two drug SMILES strings and cell line genomic features, predict the synergy score measuring deviation from expected non-interaction effect. (1) Drug 1: C1=CC(=CC=C1CCC2=CNC3=C2C(=O)NC(=N3)N)C(=O)NC(CCC(=O)O)C(=O)O. Drug 2: C1C(C(OC1N2C=NC3=C2NC=NCC3O)CO)O. Cell line: SF-539. Synergy scores: CSS=29.5, Synergy_ZIP=-1.03, Synergy_Bliss=-3.43, Synergy_Loewe=-6.36, Synergy_HSA=-2.48. (2) Drug 1: C1=CC=C(C(=C1)C(C2=CC=C(C=C2)Cl)C(Cl)Cl)Cl. Drug 2: CC12CCC3C(C1CCC2O)C(CC4=C3C=CC(=C4)O)CCCCCCCCCS(=O)CCCC(C(F)(F)F)(F)F. Cell line: SNB-19. Synergy scores: CSS=-1.92, Synergy_ZIP=0.472, Synergy_Bliss=-2.93, Synergy_Loewe=-3.72, Synergy_HSA=-4.70. (3) Drug 1: C1CCC(C1)C(CC#N)N2C=C(C=N2)C3=C4C=CNC4=NC=N3. Drug 2: COC1=NC(=NC2=C1N=CN2C3C(C(C(O3)CO)O)O)N. Cell line: NCI/ADR-RES. Synergy scores: CSS=0.612, Synergy_ZIP=2.62, Synergy_Bliss=4.54, Synergy_Loewe=0.864, Synergy_HSA=1.16. (4) Drug 1: C1=CC(=CC=C1CCC2=CNC3=C2C(=O)NC(=N3)N)C(=O)NC(CCC(=O)O)C(=O)O. Drug 2: CC1C(C(CC(O1)OC2CC(OC(C2O)C)OC3=CC4=CC5=C(C(=O)C(C(C5)C(C(=O)C(C(C)O)O)OC)OC6CC(C(C(O6)C)O)OC7CC(C(C(O7)C)O)OC8CC(C(C(O8)C)O)(C)O)C(=C4C(=C3C)O)O)O)O. Cell line: OVCAR3. Synergy scores: CSS=19.9, Synergy_ZIP=-2.11, Synergy_Bliss=-5.12, Synergy_Loewe=-8.17, Synergy_HSA=-4.29. (5) Drug 1: C1CC(=O)NC(=O)C1N2C(=O)C3=CC=CC=C3C2=O. Drug 2: COCCOC1=C(C=C2C(=C1)C(=NC=N2)NC3=CC=CC(=C3)C#C)OCCOC.Cl. Cell line: MCF7. Synergy scores: CSS=-1.43, Synergy_ZIP=0.0716, Synergy_Bliss=-2.80, Synergy_Loewe=-3.36, Synergy_HSA=-4.22. (6) Drug 1: C1=C(C(=O)NC(=O)N1)N(CCCl)CCCl. Drug 2: B(C(CC(C)C)NC(=O)C(CC1=CC=CC=C1)NC(=O)C2=NC=CN=C2)(O)O. Cell line: SN12C. Synergy scores: CSS=23.9, Synergy_ZIP=-11.7, Synergy_Bliss=-4.66, Synergy_Loewe=-2.77, Synergy_HSA=-2.73. (7) Drug 1: C1=CC(=C2C(=C1NCCNCCO)C(=O)C3=C(C=CC(=C3C2=O)O)O)NCCNCCO. Drug 2: CN(C(=O)NC(C=O)C(C(C(CO)O)O)O)N=O. Cell line: COLO 205. Synergy scores: CSS=13.6, Synergy_ZIP=-5.79, Synergy_Bliss=-14.0, Synergy_Loewe=-41.0, Synergy_HSA=-12.1. (8) Drug 1: CNC(=O)C1=NC=CC(=C1)OC2=CC=C(C=C2)NC(=O)NC3=CC(=C(C=C3)Cl)C(F)(F)F. Drug 2: CC1C(C(CC(O1)OC2CC(CC3=C2C(=C4C(=C3O)C(=O)C5=C(C4=O)C(=CC=C5)OC)O)(C(=O)CO)O)N)O.Cl. Cell line: HCT-15. Synergy scores: CSS=33.1, Synergy_ZIP=0.0726, Synergy_Bliss=0.851, Synergy_Loewe=0.456, Synergy_HSA=1.72. (9) Cell line: U251. Drug 2: C(CC(=O)O)C(=O)CN.Cl. Drug 1: C1=C(C(=O)NC(=O)N1)F. Synergy scores: CSS=42.4, Synergy_ZIP=-2.65, Synergy_Bliss=-4.26, Synergy_Loewe=-17.6, Synergy_HSA=-3.06. (10) Drug 1: C1CCN(CC1)CCOC2=CC=C(C=C2)C(=O)C3=C(SC4=C3C=CC(=C4)O)C5=CC=C(C=C5)O. Drug 2: C1=NC(=NC(=O)N1C2C(C(C(O2)CO)O)O)N. Cell line: RPMI-8226. Synergy scores: CSS=17.7, Synergy_ZIP=9.19, Synergy_Bliss=12.2, Synergy_Loewe=-16.7, Synergy_HSA=0.718.